This data is from Experimentally validated miRNA-target interactions with 360,000+ pairs, plus equal number of negative samples. The task is: Binary Classification. Given a miRNA mature sequence and a target amino acid sequence, predict their likelihood of interaction. (1) The miRNA is hsa-miR-92a-3p with sequence UAUUGCACUUGUCCCGGCCUGU. The protein sequence of the target gene is MAWPNVFQRGSLLSQFSHHHVVVFLLTFFSYSLLHASRKTFSNVKVSISEQWTPSAFNTSVELPVEIWSSNHLFPSAEKATLFLGTLDTIFLFSYAVGLFISGIVGDRLNLRWVLSFGMCSSALVVFVFGALTEWLRFYNKWLYCCLWIVNGLLQSTGWPCVVAVMGNWFGKAGRGVVFGLWSACASVGNILGACLASSVLQYGYEYAFLVTASVQFAGGIVIFFGLLVSPEEIGLSGIEAEENFEEDSHRPLINGGENEDEYEPNYSIQDDSSVAQVKAISFYQACCLPGVIPYSLAYA.... Result: 1 (interaction). (2) The miRNA is hsa-miR-3689a-3p with sequence CUGGGAGGUGUGAUAUCGUGGU. The protein sequence of the target gene is MASKGPSASASTENSNAGGPSGSSNGTGESGGQDSTFECNICLDTAKDAVISLCGHLFCWPCLHQWLETRPNRQVCPVCKAGISRDKVIPLYGRGSTGQQDPREKTPPRPQGQRPEPENRGGFQGFGFGDGGFQMSFGIGAFPFGIFATAFNINDGRPPPAVPGTPQYVDEQFLSRLFLFVALVIMFWLLIA. Result: 0 (no interaction). (3) The protein sequence of the target gene is MAERGGAGGGPGGAGGGSGQRGSGVAQSPQQPPPQQQQQQPPQQPTPPKLAQATSSSSSTSAAAASSSSSSTSTSMAVAVASGSAPPGGPGPGRTPAPVQMNLYATWEVDRSSSSCVPRLFSLTLKKLVMLKEMDKDLNSVVIAVKLQGSKRILRSNEIVLPASGLVETELQLTFSLQYPHFLKRDANKLQIMLQRRKRYKNRTILGYKTLAVGLINMAEVMQHPNEGALVLGLHSNVKDVSVPVAEIKIYSLSSQPIDHEGIKSKLSDRSPDIDNYSEEEEESFSSEQEGSDDPLHGQD.... The miRNA is hsa-miR-4638-5p with sequence ACUCGGCUGCGGUGGACAAGU. Result: 1 (interaction). (4) The miRNA is cel-miR-360-3p with sequence UGACCGUAAUCCCGUUCACAA. The protein sequence of the target gene is MATPPKRRAVEATGEKVLRYETFISDVLQRDLRKVLDHRDKVYEQLAKYLQLRNVIERLQEAKHSELYMQVDLGCNFFVDTVVPDTSRIYVALGYGFFLELTLAEALKFIDRKSSLLTELSNSLTKDSMNIKAHIHMLLEGLRELQGLQNFPEKPHH. Result: 0 (no interaction). (5) The miRNA is hsa-miR-4474-3p with sequence UUGUGGCUGGUCAUGAGGCUAA. The protein sequence of the target gene is MAMSQESLTFKDVFVDFTLEEWQQLDSAQKNLYRDVMLENYSHLVSVGYLVAKPDVIFRLGPGEESWMADGGTPVRTCAGEDRPEVWQVDEQIDHYKESQDKLPWQAAFIGKETLKDESGQESRTCRKSIYLSTEFDSVRQRLPKYYSWEKAFKTSFKLSWSKWKLCKKER. Result: 0 (no interaction). (6) The miRNA is mmu-miR-6715-3p with sequence CCAAACCAGGCGUGCCUGUGG. The protein sequence of the target gene is MARDYDHLFKLLIIGDSGVGKSSLLLRFADNTFSGSYITTIGVDFKIRTVEINGEKVKLQIWDTAGQERFRTITSTYYRGTHGVIVVYDVTSAESFVNVKRWLHEINQNCDDVCRILVGNKNDDPERKVVETEDAYKFAGQMGIQLFETSAKENVNVEEMFNCITELVLRAKKDNLAKQQQQQQNDVVKLTKNSKRKKRCC. Result: 0 (no interaction).